Dataset: Peptide-MHC class I binding affinity with 185,985 pairs from IEDB/IMGT. Task: Regression. Given a peptide amino acid sequence and an MHC pseudo amino acid sequence, predict their binding affinity value. This is MHC class I binding data. (1) The peptide sequence is LTPPERRYV. The MHC is Mamu-A01 with pseudo-sequence Mamu-A01. The binding affinity (normalized) is 1.00. (2) The peptide sequence is TTPAVISGF. The MHC is HLA-A26:01 with pseudo-sequence HLA-A26:01. The binding affinity (normalized) is 0.838.